From a dataset of Reaction yield outcomes from USPTO patents with 853,638 reactions. Predict the reaction yield, written as a fraction of the theoretical maximum amount of product (1.0 means a 100% yield; for example, 0.34 means a 34% yield). (1) The reactants are [N+:1]([C:4]1[CH:5]=[C:6]([C:10]2[O:11][C:12]3[CH:17]=[CH:16][N:15]=[CH:14][C:13]=3[N:18]=2)[CH:7]=[CH:8][CH:9]=1)([O-])=O.[NH4+].[Cl-]. The catalyst is CO.O.[Fe]. The product is [O:11]1[C:12]2[CH:17]=[CH:16][N:15]=[CH:14][C:13]=2[N:18]=[C:10]1[C:6]1[CH:5]=[C:4]([NH2:1])[CH:9]=[CH:8][CH:7]=1. The yield is 0.850. (2) The reactants are [CH3:1][O:2][C:3]([C:5]1[N:10]=[C:9]([C:11]([OH:13])=O)[CH:8]=[CH:7][CH:6]=1)=[O:4].CN(C(ON1N=NC2C=CC=CC1=2)=[N+](C)C)C.F[P-](F)(F)(F)(F)F.Cl.[NH2:39][CH2:40][C:41]1[C:46]([CH2:47][CH3:48])=[N:45][C:44]2[N:49]([CH2:52][CH3:53])[N:50]=[CH:51][C:43]=2[C:42]=1[NH:54][CH:55]1[CH2:60][CH2:59][O:58][CH2:57][CH2:56]1. The catalyst is ClCCl. The product is [CH2:52]([N:49]1[C:44]2=[N:45][C:46]([CH2:47][CH3:48])=[C:41]([CH2:40][NH:39][C:11]([C:9]3[N:10]=[C:5]([C:3]([O:2][CH3:1])=[O:4])[CH:6]=[CH:7][CH:8]=3)=[O:13])[C:42]([NH:54][CH:55]3[CH2:56][CH2:57][O:58][CH2:59][CH2:60]3)=[C:43]2[CH:51]=[N:50]1)[CH3:53]. The yield is 0.870. (3) The reactants are [C:1]([C:3]1[CH:4]=[C:5]([CH3:16])[C:6]([C:9]([O:11]C(C)(C)C)=[O:10])=[N:7][CH:8]=1)#[N:2].C(O)(C(F)(F)F)=O. The catalyst is C(Cl)Cl. The product is [C:1]([C:3]1[CH:4]=[C:5]([CH3:16])[C:6]([C:9]([OH:11])=[O:10])=[N:7][CH:8]=1)#[N:2]. The yield is 0.940. (4) The reactants are Cl[C:2]1[N:7]2[N:8]=[CH:9][C:10]([C:11]([O:13][CH2:14][CH3:15])=[O:12])=[C:6]2[N:5]=[CH:4][C:3]=1[C:16]([N:18]1[CH2:23][CH2:22][C:21]2([C:31]3[C:26](=[CH:27][CH:28]=[CH:29][CH:30]=3)[CH:25]=[C:24]2[CH3:32])[CH2:20][CH2:19]1)=[O:17].[NH2:33][C:34]1[CH:39]=[CH:38][CH:37]=[CH:36][CH:35]=1. No catalyst specified. The product is [CH2:14]([O:13][C:11]([C:10]1[CH:9]=[N:8][N:7]2[C:2]([NH:33][C:34]3[CH:39]=[CH:38][CH:37]=[CH:36][CH:35]=3)=[C:3]([C:16]([N:18]3[CH2:19][CH2:20][C:21]4([C:31]5[C:26](=[CH:27][CH:28]=[CH:29][CH:30]=5)[CH:25]=[C:24]4[CH3:32])[CH2:22][CH2:23]3)=[O:17])[CH:4]=[N:5][C:6]=12)=[O:12])[CH3:15]. The yield is 0.790. (5) The product is [CH:3]([C:4]1[CH:5]=[CH:6][C:7]([C:10]2[O:14][N:13]=[C:12]([C:15]3[CH:16]=[CH:17][C:18]([O:23][CH:24]([CH3:26])[CH3:25])=[C:19]([CH:22]=3)[C:20]#[N:21])[N:11]=2)=[CH:8][CH:9]=1)=[O:2]. The reactants are C[O:2][CH:3](OC)[C:4]1[CH:9]=[CH:8][C:7]([C:10]2[O:14][N:13]=[C:12]([C:15]3[CH:16]=[CH:17][C:18]([O:23][CH:24]([CH3:26])[CH3:25])=[C:19]([CH:22]=3)[C:20]#[N:21])[N:11]=2)=[CH:6][CH:5]=1.O.C1(C)C=CC(S(O)(=O)=O)=CC=1. The catalyst is CC(C)=O. The yield is 1.02. (6) The reactants are Br[C:2]1[CH:7]=[CH:6][CH:5]=[C:4]([CH2:8][F:9])[N:3]=1.[CH2:10]([N:14]1[N:18]=[C:17]2[CH:19]=[C:20]([F:24])[C:21]([F:23])=[CH:22][C:16]2=[N:15]1)[CH2:11][C:12]#[CH:13]. No catalyst specified. The product is [F:23][C:21]1[C:20]([F:24])=[CH:19][C:17]2=[N:18][N:14]([CH2:10][CH2:11][C:12]#[C:13][C:2]3[CH:7]=[CH:6][CH:5]=[C:4]([CH2:8][F:9])[N:3]=3)[N:15]=[C:16]2[CH:22]=1. The yield is 0.320. (7) The product is [O:7]=[C:8]1[CH2:13][CH2:12][CH2:11][N:10]([C:14]([O:16][C:17]([CH3:20])([CH3:19])[CH3:18])=[O:15])[CH2:9]1. The catalyst is C(Cl)Cl.CS(C)=O. The reactants are C(Cl)(=O)C(Cl)=O.[OH:7][CH:8]1[CH2:13][CH2:12][CH2:11][N:10]([C:14]([O:16][C:17]([CH3:20])([CH3:19])[CH3:18])=[O:15])[CH2:9]1.CN(C)C.[Cl-].[NH4+]. The yield is 0.780. (8) The reactants are [Si:1]([O:8][C:9]1[CH:10]=[C:11]2[C:16](=[CH:17][CH:18]=1)[CH:15]=[C:14]([C:19]#[C:20][CH2:21][CH2:22][NH:23]C(=O)OCC1C=CC=CC=1)[CH:13]=[CH:12]2)([C:4]([CH3:7])([CH3:6])[CH3:5])([CH3:3])[CH3:2]. The catalyst is CO.[Pd]. The product is [CH2:12]([CH:22]([NH2:23])[CH2:21][CH2:20][CH2:19][C:14]1[CH:13]=[CH:12][C:11]2[C:16](=[CH:17][CH:18]=[C:9]([O:8][Si:1]([C:4]([CH3:5])([CH3:7])[CH3:6])([CH3:3])[CH3:2])[CH:10]=2)[CH:15]=1)[C:11]1[CH:16]=[CH:17][CH:18]=[CH:9][CH:10]=1. The yield is 0.560. (9) The reactants are [Cl:1][C:2]1[C:3]([F:12])=[C:4]([CH:8]=[CH:9][C:10]=1[F:11])[C:5]([OH:7])=[O:6].OS(O)(=O)=O.[N+:18]([O-])([OH:20])=[O:19]. No catalyst specified. The product is [Cl:1][C:2]1[C:3]([F:12])=[C:4]([CH:8]=[C:9]([N+:18]([O-:20])=[O:19])[C:10]=1[F:11])[C:5]([OH:7])=[O:6]. The yield is 0.950. (10) The reactants are [CH2:1]([C:5]1[N:6]=[C:7]([CH2:27][CH3:28])[NH:8][C:9](=[O:26])[C:10]=1[CH2:11][C:12]1[CH:17]=[CH:16][C:15]([C:18]2[C:19]([C:24]#[N:25])=[CH:20][CH:21]=[CH:22][CH:23]=2)=[CH:14][CH:13]=1)[CH2:2][CH2:3][CH3:4].[C:29]([O:32][CH2:33][C:34]([CH3:46])([CH3:45])[O:35][C:36]1[CH:41]=[CH:40][C:39](B(O)O)=[CH:38][CH:37]=1)(=[O:31])[CH3:30].C(N(CC)CC)C.N1C=CC=CC=1. The catalyst is ClCCl.C(OCC)(=O)C.C([O-])(=O)C.[Cu+2].C([O-])(=O)C. The product is [C:29]([O:32][CH2:33][C:34]([O:35][C:36]1[CH:37]=[CH:38][C:39]([N:8]2[C:9](=[O:26])[C:10]([CH2:11][C:12]3[CH:17]=[CH:16][C:15]([C:18]4[CH:23]=[CH:22][CH:21]=[CH:20][C:19]=4[C:24]#[N:25])=[CH:14][CH:13]=3)=[C:5]([CH2:1][CH2:2][CH2:3][CH3:4])[N:6]=[C:7]2[CH2:27][CH3:28])=[CH:40][CH:41]=1)([CH3:46])[CH3:45])(=[O:31])[CH3:30]. The yield is 0.760.